From a dataset of Reaction yield outcomes from USPTO patents with 853,638 reactions. Predict the reaction yield, written as a fraction of the theoretical maximum amount of product (1.0 means a 100% yield; for example, 0.34 means a 34% yield). (1) The reactants are [CH3:1][S:2][CH2:3][CH2:4][CH2:5][NH2:6].[CH3:7][CH2:8][CH2:9][CH2:10][CH2:11][CH3:12].[C:13]([O:16]CC)(=[O:15])C. No catalyst specified. The product is [CH3:1][S:2][CH2:3][CH2:4][CH2:5][NH:6][C:13](=[O:15])[O:16][C:9]1[CH:8]=[CH:7][CH:12]=[CH:11][CH:10]=1. The yield is 0.931. (2) The reactants are C[O:2][C:3]([C:5]1[S:6][C:7]([C:10]([CH2:34][CH:35]=[CH2:36])([CH2:14][O:15][C:16]2[CH:21]=[C:20]([CH3:22])[C:19]([C:23]3[CH:28]=[CH:27][C:26]([C:29]([F:32])([F:31])[F:30])=[CH:25][CH:24]=3)=[C:18]([CH3:33])[CH:17]=2)[CH2:11][CH:12]=[CH2:13])=[CH:8][CH:9]=1)=[O:4].[Li+].[OH-].Cl. The catalyst is C1COCC1. The product is [CH2:11]([C:10]([C:7]1[S:6][C:5]([C:3]([OH:4])=[O:2])=[CH:9][CH:8]=1)([CH2:14][O:15][C:16]1[CH:17]=[C:18]([CH3:33])[C:19]([C:23]2[CH:28]=[CH:27][C:26]([C:29]([F:30])([F:31])[F:32])=[CH:25][CH:24]=2)=[C:20]([CH3:22])[CH:21]=1)[CH2:34][CH:35]=[CH2:36])[CH:12]=[CH2:13]. The yield is 0.940. (3) The reactants are [CH:1]1([C:7]2[CH:32]=[CH:31][CH:30]=[C:29]3[C:8]=2[CH:9]=[C:10]2[C:16]4[CH:17]=[C:18]([C:21]([O:23]C)=[O:22])[CH:19]=[CH:20][C:15]=4[N:14]4[CH:25]=[N:26][N:27]([CH3:28])[C:13]4=[CH:12][N:11]23)[CH2:6][CH2:5][CH2:4][CH2:3][CH2:2]1.[OH-].[Na+]. The catalyst is C1COCC1.CO. The product is [CH:1]1([C:7]2[CH:32]=[CH:31][CH:30]=[C:29]3[C:8]=2[CH:9]=[C:10]2[C:16]4[CH:17]=[C:18]([C:21]([OH:23])=[O:22])[CH:19]=[CH:20][C:15]=4[N:14]4[CH:25]=[N:26][N:27]([CH3:28])[C:13]4=[CH:12][N:11]23)[CH2:2][CH2:3][CH2:4][CH2:5][CH2:6]1. The yield is 0.790. (4) The reactants are [Cl:1][C:2]1[C:7]([CH:8]=[N:9]O)=[C:6]([Cl:11])[N:5]=[C:4]([S:12][CH3:13])[N:3]=1.O=S(Cl)Cl. No catalyst specified. The product is [Cl:1][C:2]1[C:7]([C:8]#[N:9])=[C:6]([Cl:11])[N:5]=[C:4]([S:12][CH3:13])[N:3]=1. The yield is 0.930. (5) The reactants are [CH3:1][C:2]1[CH:11]=[CH:10][C:5]([C:6]([O:8][CH3:9])=[O:7])=[CH:4][C:3]=1[O:12][CH3:13].[Br:14]N1C(=O)CCC1=O.N(C(C)(C)C#N)=NC(C)(C)C#N. The catalyst is C(Cl)(Cl)(Cl)Cl. The product is [Br:14][CH2:1][C:2]1[CH:11]=[CH:10][C:5]([C:6]([O:8][CH3:9])=[O:7])=[CH:4][C:3]=1[O:12][CH3:13]. The yield is 0.970.